This data is from NCI-60 drug combinations with 297,098 pairs across 59 cell lines. The task is: Regression. Given two drug SMILES strings and cell line genomic features, predict the synergy score measuring deviation from expected non-interaction effect. Cell line: UACC62. Drug 1: CC=C1C(=O)NC(C(=O)OC2CC(=O)NC(C(=O)NC(CSSCCC=C2)C(=O)N1)C(C)C)C(C)C. Drug 2: CC1CCCC2(C(O2)CC(NC(=O)CC(C(C(=O)C(C1O)C)(C)C)O)C(=CC3=CSC(=N3)C)C)C. Synergy scores: CSS=81.1, Synergy_ZIP=4.91, Synergy_Bliss=4.63, Synergy_Loewe=4.21, Synergy_HSA=5.09.